Task: Predict the product of the given reaction.. Dataset: Forward reaction prediction with 1.9M reactions from USPTO patents (1976-2016) Given the reactants [C:1]([NH:9][C:10]1[CH:11]=[C:12]([NH:17][C:18](=[O:26])[C:19]2[CH:24]=[CH:23][C:22](Cl)=[N:21][CH:20]=2)[CH:13]=[CH:14][C:15]=1[Cl:16])(=[O:8])[C:2]1[CH:7]=[CH:6][CH:5]=[CH:4][CH:3]=1.[CH3:27][CH:28]1[CH2:33][NH:32][CH2:31][CH2:30][NH:29]1, predict the reaction product. The product is: [C:1]([NH:9][C:10]1[CH:11]=[C:12]([NH:17][C:18](=[O:26])[C:19]2[CH:24]=[CH:23][C:22]([N:32]3[CH2:31][CH2:30][NH:29][CH:28]([CH3:27])[CH2:33]3)=[N:21][CH:20]=2)[CH:13]=[CH:14][C:15]=1[Cl:16])(=[O:8])[C:2]1[CH:7]=[CH:6][CH:5]=[CH:4][CH:3]=1.